This data is from Serine/threonine kinase 33 screen with 319,792 compounds. The task is: Binary Classification. Given a drug SMILES string, predict its activity (active/inactive) in a high-throughput screening assay against a specified biological target. (1) The compound is O1C2(C(C(CC2)(C1=O)C)(C)C)C(=O)Nc1c(OC)ccc(OC)c1. The result is 0 (inactive). (2) The drug is FC(F)(F)Oc1cc2C3C(C(Nc2cc1)C(=O)NCc1ccccc1)CC=C3. The result is 0 (inactive). (3) The result is 0 (inactive). The compound is FC(F)(F)COP(Oc1c2c(ccc1)cccc2)(=O)N. (4) The compound is Brc1cc(ncc1)C(O)=O. The result is 0 (inactive). (5) The drug is Brc1ccc(CN(CC(=O)NCCCc2ccccc2)C)cc1. The result is 0 (inactive). (6) The compound is Clc1ccc(NC=2OCC(=O)C2C(OCC)=O)cc1. The result is 0 (inactive).